This data is from Forward reaction prediction with 1.9M reactions from USPTO patents (1976-2016). The task is: Predict the product of the given reaction. (1) Given the reactants Cl[C:2]1[N:7]=[C:6]([N:8]2[C:12]([C:13]([F:16])([F:15])[F:14])=[C:11]([C:17]([O:19][CH2:20][CH3:21])=[O:18])[CH:10]=[N:9]2)[CH:5]=[CH:4][CH:3]=1.[CH:22]([C:24]1[CH:29]=[CH:28][CH:27]=[CH:26][C:25]=1B(O)O)=[O:23].C([O-])([O-])=O.[Na+].[Na+], predict the reaction product. The product is: [CH:22]([C:24]1[CH:29]=[CH:28][CH:27]=[CH:26][C:25]=1[C:2]1[N:7]=[C:6]([N:8]2[C:12]([C:13]([F:16])([F:15])[F:14])=[C:11]([C:17]([O:19][CH2:20][CH3:21])=[O:18])[CH:10]=[N:9]2)[CH:5]=[CH:4][CH:3]=1)=[O:23]. (2) Given the reactants Cl.[CH3:2][O:3][CH2:4][CH:5]1[CH2:10][CH2:9][CH2:8][NH:7][CH2:6]1.[C:11]([O:15][C:16](=[O:26])[NH:17][C@@H:18]1[CH2:23][CH2:22][CH2:21][CH2:20][C@H:19]1[CH:24]=O)([CH3:14])([CH3:13])[CH3:12].C(O[BH-](OC(=O)C)OC(=O)C)(=O)C.[Na+], predict the reaction product. The product is: [C:11]([O:15][C:16](=[O:26])[NH:17][C@@H:18]1[CH2:23][CH2:22][CH2:21][CH2:20][C@H:19]1[CH2:24][N:7]1[CH2:8][CH2:9][CH2:10][CH:5]([CH2:4][O:3][CH3:2])[CH2:6]1)([CH3:14])([CH3:12])[CH3:13]. (3) Given the reactants [CH:1]1([C:4](=O)[CH2:5][C:6]#[N:7])[CH2:3][CH2:2]1.[F:9][C:10]([F:15])([F:14])[CH2:11][NH:12][NH2:13], predict the reaction product. The product is: [CH:1]1([C:4]2[CH:5]=[C:6]([NH2:7])[N:12]([CH2:11][C:10]([F:15])([F:14])[F:9])[N:13]=2)[CH2:3][CH2:2]1. (4) Given the reactants Cl[CH2:2][C:3]1[S:4][CH:5]=[C:6]([C:8]([NH:10][C:11]2[CH:19]=[C:18]([C:20]3[CH:21]=[C:22]4[CH:28]=[N:27][N:26]([S:29]([C:32]5[CH:37]=[CH:36][CH:35]=[CH:34][CH:33]=5)(=[O:31])=[O:30])[C:23]4=[N:24][CH:25]=3)[CH:17]=[C:16]3[C:12]=2[CH:13]=[N:14][N:15]3[S:38]([C:41]2[CH:46]=[CH:45][CH:44]=[CH:43][CH:42]=2)(=[O:40])=[O:39])=[O:9])[N:7]=1.[CH3:47][C@H:48]1[O:53][C@@H:52]([CH3:54])[CH2:51][NH:50][CH2:49]1, predict the reaction product. The product is: [CH3:54][C@H:52]1[O:53][C@@H:48]([CH3:47])[CH2:49][N:50]([CH2:2][C:3]2[S:4][CH:5]=[C:6]([C:8]([NH:10][C:11]3[CH:19]=[C:18]([C:20]4[CH:21]=[C:22]5[CH:28]=[N:27][N:26]([S:29]([C:32]6[CH:37]=[CH:36][CH:35]=[CH:34][CH:33]=6)(=[O:31])=[O:30])[C:23]5=[N:24][CH:25]=4)[CH:17]=[C:16]4[C:12]=3[CH:13]=[N:14][N:15]4[S:38]([C:41]3[CH:46]=[CH:45][CH:44]=[CH:43][CH:42]=3)(=[O:40])=[O:39])=[O:9])[N:7]=2)[CH2:51]1. (5) Given the reactants [N+:1]([C:4]1[CH:9]=[CH:8][N+:7]([O-])=[CH:6][C:5]=1[O:11][C:12]1[CH:17]=[CH:16][C:15]([Cl:18])=[CH:14][CH:13]=1)([O-])=O.O.[OH-].[Na+], predict the reaction product. The product is: [NH2:1][C:4]1[CH:9]=[CH:8][N:7]=[CH:6][C:5]=1[O:11][C:12]1[CH:17]=[CH:16][C:15]([Cl:18])=[CH:14][CH:13]=1. (6) Given the reactants Cl[C:2]1[N:7]=[C:6]([NH:8][C:9]([CH:11]2[CH2:13][CH2:12]2)=[O:10])[CH:5]=[C:4]([C:14]([F:17])([F:16])[F:15])[CH:3]=1.CC1(C)C(C)(C)OB([C:26]2[O:30][C:29]([Si](C(C)C)(C(C)C)C(C)C)=[N:28][CH:27]=2)O1.C(=O)([O-])[O-].[Na+].[Na+], predict the reaction product. The product is: [O:30]1[C:26]([C:2]2[N:7]=[C:6]([NH:8][C:9]([CH:11]3[CH2:13][CH2:12]3)=[O:10])[CH:5]=[C:4]([C:14]([F:17])([F:16])[F:15])[CH:3]=2)=[CH:27][N:28]=[CH:29]1. (7) Given the reactants N#N.[CH2:3]([O:10][C:11]1[C:20]2[C:15](=[CH:16][CH:17]=[C:18]([O:21][CH3:22])[CH:19]=2)[CH:14]=[C:13](Cl)[N:12]=1)[C:4]1[CH:9]=[CH:8][CH:7]=[CH:6][CH:5]=1.C(=O)([O-])[O-].[K+].[K+], predict the reaction product. The product is: [CH2:3]([O:10][C:11]1[C:20]2[C:15](=[CH:16][CH:17]=[C:18]([O:21][CH3:22])[CH:19]=2)[CH:14]=[C:13]([C:20]2[CH:11]=[N:12][CH:13]=[CH:14][CH:15]=2)[N:12]=1)[C:4]1[CH:9]=[CH:8][CH:7]=[CH:6][CH:5]=1.